This data is from Forward reaction prediction with 1.9M reactions from USPTO patents (1976-2016). The task is: Predict the product of the given reaction. (1) Given the reactants Cl.C([O:5][CH2:6][C:7]([NH:9][C:10]1[CH:11]=[N:12][C:13]2[C:18]([C:19]=1[NH:20][CH2:21][C:22]([OH:25])([CH3:24])[CH3:23])=[CH:17][CH:16]=[C:15]([O:26][CH2:27][C:28]1[CH:33]=[CH:32][CH:31]=[CH:30][CH:29]=1)[CH:14]=2)=O)(=O)C.[OH-].[Na+], predict the reaction product. The product is: [CH2:27]([O:26][C:15]1[CH:16]=[CH:17][C:18]2[C:19]3[N:20]([CH2:21][C:22]([CH3:24])([OH:25])[CH3:23])[C:7]([CH2:6][OH:5])=[N:9][C:10]=3[CH:11]=[N:12][C:13]=2[CH:14]=1)[C:28]1[CH:33]=[CH:32][CH:31]=[CH:30][CH:29]=1. (2) Given the reactants Cl[C:2]1[N:3]=[C:4]([N:15]2[CH2:20][CH2:19][O:18][CH2:17][CH2:16]2)[C:5]2[S:10][C:9]([CH2:11][NH:12][CH3:13])=[C:8]([CH3:14])[C:6]=2[N:7]=1.[C:21](Cl)(=[O:26])[CH2:22][CH:23]([CH3:25])[CH3:24].CC1(C)C(C)(C)OB([C:36]2[CH:37]=[N:38][C:39]([NH2:42])=[N:40][CH:41]=2)O1, predict the reaction product. The product is: [NH2:42][C:39]1[N:40]=[CH:41][C:36]([C:2]2[N:3]=[C:4]([N:15]3[CH2:20][CH2:19][O:18][CH2:17][CH2:16]3)[C:5]3[S:10][C:9]([CH2:11][N:12]([CH3:13])[C:21](=[O:26])[CH2:22][CH:23]([CH3:25])[CH3:24])=[C:8]([CH3:14])[C:6]=3[N:7]=2)=[CH:37][N:38]=1. (3) Given the reactants Br[C:2]1[CH:3]=[C:4]([CH2:8][OH:9])[CH:5]=[N:6][CH:7]=1.[CH3:10][N:11]1[C:20]2[C:15](=[CH:16][C:17](B3OC(C)(C)C(C)(C)O3)=[CH:18][CH:19]=2)[CH2:14][CH2:13][C:12]1=[O:30].CN(C=O)C.C([O-])([O-])=O.[Na+].[Na+], predict the reaction product. The product is: [OH:9][CH2:8][C:4]1[CH:3]=[C:2]([C:17]2[CH:16]=[C:15]3[C:20](=[CH:19][CH:18]=2)[N:11]([CH3:10])[C:12](=[O:30])[CH2:13][CH2:14]3)[CH:7]=[N:6][CH:5]=1.